Dataset: Catalyst prediction with 721,799 reactions and 888 catalyst types from USPTO. Task: Predict which catalyst facilitates the given reaction. (1) The catalyst class is: 5. Reactant: [N:1]1[CH:6]=[CH:5][CH:4]=[C:3]([C:7](=[O:9])[CH3:8])[CH:2]=1.[BH4-].[Na+].CC(C)=O.C(C(C(C([O-])=O)O)O)([O-])=O. Product: [N:1]1[CH:6]=[CH:5][CH:4]=[C:3]([CH:7]([OH:9])[CH3:8])[CH:2]=1. (2) Reactant: [CH3:1][C:2]1[CH:16]=[CH:15][C:5]([O:6][C:7]2[CH:14]=[CH:13][CH:12]=[CH:11][C:8]=2[CH:9]=O)=[CH:4][CH:3]=1.[C:17]1([CH2:23][C:24]([NH:26][NH2:27])=[O:25])[CH:22]=[CH:21][CH:20]=[CH:19][CH:18]=1. Product: [CH3:1][C:2]1[CH:16]=[CH:15][C:5]([O:6][C:7]2[CH:14]=[CH:13][CH:12]=[CH:11][C:8]=2/[CH:9]=[N:27]/[NH:26][C:24](=[O:25])[CH2:23][C:17]2[CH:18]=[CH:19][CH:20]=[CH:21][CH:22]=2)=[CH:4][CH:3]=1. The catalyst class is: 14.